From a dataset of Antibody developability classification from SAbDab with 2,409 antibodies. Regression/Classification. Given an antibody's heavy chain and light chain sequences, predict its developability. TAP uses regression for 5 developability metrics; SAbDab uses binary classification. (1) The antibody is ['EVMLVESGGGLVQPGNSLRLSCATSGFTFTDYYMSWVRQPPGKALEWLGFIRNKAKGYTTEYSASVKGRFTISRDNSQSILYLQMNTLRAEDSATYYCARDISPSYGVYYEGFAYWGQGTLVTVSA', 'DIVMTQSPSSLAVSAGEKVTMSCKSSQSLLNSRTRKNYLAWYQQKPGQSPKLLIYWASTRESGVPDRFTGSGSGTDFTLTISSVQAEDLAVYYCKQSNNLRTFGGGTKLEIK']. Result: 1 (developable). (2) The antibody is ['2atk', 'PROT_7E7F8549']. Result: 0 (not developable). (3) The antibody is ['QVQLQESGPGLVKPSETLSLTCTVSGGSISGFHWSWIRQPPGKGLEYIGYIYYSGSTSYNPSLKSRVSMSVDTSRNQFSLELSSVTAADTAVYYCARDFGEYHYDGRGFQCEGFDLWGQGTLVTVSS', 'QSVLTQPPSVSAAPGQKVTISCSGSSSNIGNNMVSWYQQHPGTAPKLLIYENSKRPSGIPDRFSGSRSGTSATLGIIGLQTGDEAEYYCATWDGSLRTVFGGGTKLTVL']. Result: 0 (not developable). (4) The antibody is ['EVQLVETGGGLIQPGGSVRLSCAASEFTVGSNFMHWVRQAPGKGLEWVSVIFKGGTAYYADSVRGRFVVSRDDSKNTLFLQMNSLRVDDTAVYFCARDGGLRFLDWPRWGMDVWGQGTTVIVSS', 'QSALTQPPSASGSLGQSITISCTGTRSDIGAYSYVSWYQQHPGKAPKVIIYEVNKRPSGVPDRFSGSKSGSTASLTVSGLQADDESTYYCSSYAGDKNFVLFGGGTKLTVV']. Result: 0 (not developable). (5) The antibody is ['EVQLVESGGGLVQPGGSLRLSCAASGFTINGTYIHWVRQAPGKGLEWVGGIYPAGGATYYADSVKGRFTISADTSKNTAYLQMNSLRAEDTAVYYCAKWWAWPAFDYWGQGTLVTVSS', 'DIQMTQSPSSLSASVGDRVTITCRASQDVSTAVAWYQQKPGKAPKLLIYSASFLYSGVPSRFSGSGSGTDFTLTISSLQPEDFATYYCQQSNRAPATFGQGTKVEIK']. Result: 0 (not developable).